This data is from Forward reaction prediction with 1.9M reactions from USPTO patents (1976-2016). The task is: Predict the product of the given reaction. (1) Given the reactants [CH:1]([OH:3])=O.OO.[Cl:6][C:7]1[CH:12]=[CH:11][C:10]([C:13]2C[CH2:16][CH2:15][CH:14]=2)=[CH:9][CH:8]=1, predict the reaction product. The product is: [Cl:6][C:7]1[CH:12]=[CH:11][C:10]([CH:13]2[CH2:14][CH2:15][CH2:16][C:1]2=[O:3])=[CH:9][CH:8]=1. (2) Given the reactants [CH:1]([NH:4][C:5](=[NH:7])[CH3:6])([CH3:3])[CH3:2].Br[CH:9]([CH:13](OC)OC)[C:10](=[O:12])[CH3:11].C(N(CC)CC)C.S(=O)(=O)(O)O, predict the reaction product. The product is: [C:10]([C:9]1[N:4]([CH:1]([CH3:3])[CH3:2])[C:5]([CH3:6])=[N:7][CH:13]=1)(=[O:12])[CH3:11].